Dataset: Reaction yield outcomes from USPTO patents with 853,638 reactions. Task: Predict the reaction yield, written as a fraction of the theoretical maximum amount of product (1.0 means a 100% yield; for example, 0.34 means a 34% yield). (1) The reactants are CS(O[CH2:6][CH2:7][O:8][CH2:9][CH2:10][O:11][CH2:12][CH2:13][O:14][CH2:15][CH2:16][O:17][CH2:18][CH2:19][O:20][CH2:21][CH2:22][O:23][C:24]12[CH2:33][CH:28]3[CH2:29][CH:30]([CH2:32][CH:26]([CH2:27]3)[CH2:25]1)[CH2:31]2)(=O)=O.CN(C=O)C.[N-:39]=[N+:40]=[N-:41].[Na+]. The catalyst is O. The product is [C:24]12([O:23][CH2:22][CH2:21][O:20][CH2:19][CH2:18][O:17][CH2:16][CH2:15][O:14][CH2:13][CH2:12][O:11][CH2:10][CH2:9][O:8][CH2:7][CH2:6][N:39]=[N+:40]=[N-:41])[CH2:33][CH:28]3[CH2:29][CH:30]([CH2:32][CH:26]([CH2:27]3)[CH2:25]1)[CH2:31]2. The yield is 0.710. (2) The reactants are [CH2:1]1[CH2:10][O:9][C:8]2[CH:7]=[CH:6][C:5]([NH:11][C:12]3[C:17]([F:18])=[CH:16][N:15]=[C:14]([NH:19][C:20]4[CH:25]=[CH:24][CH:23]=[C:22](O)[CH:21]=4)[N:13]=3)=[CH:4][C:3]=2[O:2]1.ClC1N=C(NC2C=CC3OCCOC=3C=2)C(F)=CN=1.[CH2:46]([N:53]1[CH2:58][CH2:57][N:56](C2C=CC(N)=CC=2)[CH2:55][CH2:54]1)[C:47]1[CH:52]=[CH:51][CH:50]=[CH:49][CH:48]=1. No catalyst specified. The product is [CH2:46]([N:53]1[CH2:58][CH2:57][N:56]([C:23]2[CH:22]=[CH:21][C:20]([NH:19][C:14]3[N:13]=[C:12]([NH:11][C:5]4[CH:6]=[CH:7][C:8]5[O:9][CH2:10][CH2:1][O:2][C:3]=5[CH:4]=4)[C:17]([F:18])=[CH:16][N:15]=3)=[CH:25][CH:24]=2)[CH2:55][CH2:54]1)[C:47]1[CH:48]=[CH:49][CH:50]=[CH:51][CH:52]=1. The yield is 0.330. (3) The reactants are [OH:1][CH2:2][C:3]1[C:7]2[NH:8][C:9]([C:11]([O:13][CH2:14][CH3:15])=[O:12])=[CH:10][C:6]=2[O:5][CH:4]=1. The catalyst is C(Cl)Cl.O=[Mn]=O. The product is [CH:2]([C:3]1[C:7]2[NH:8][C:9]([C:11]([O:13][CH2:14][CH3:15])=[O:12])=[CH:10][C:6]=2[O:5][CH:4]=1)=[O:1]. The yield is 0.920. (4) The reactants are [Br:1][C:2]1[CH:11]=[CH:10][C:9]2[C:4](=[CH:5][C:6]([O:12][C@H:13]3[CH2:18][CH2:17][C@@H:16]([CH3:19])[CH2:15][CH2:14]3)=[CH:7][CH:8]=2)[CH:3]=1.[I:20]N1C(=O)CCC1=O.C(Cl)Cl. The catalyst is [Cl-].[Cl-].[Cl-].[Cl-].[Zr+4]. The product is [Br:1][C:2]1[CH:3]=[C:4]2[C:9]([CH:8]=[CH:7][C:6]([O:12][C@H:13]3[CH2:18][CH2:17][C@@H:16]([CH3:19])[CH2:15][CH2:14]3)=[C:5]2[I:20])=[CH:10][CH:11]=1. The yield is 0.950. (5) The reactants are [CH3:1][O:2][C:3]([C:5]12[CH2:11][C:8](C(O)=O)([CH2:9][CH2:10]1)[CH2:7][CH2:6]2)=[O:4].C1(P([N:29]=[N+]=[N-])(C2C=CC=CC=2)=O)C=CC=CC=1.[C:32]([OH:36])([CH3:35])([CH3:34])[CH3:33].CC[O:39][CH2:40]C. The catalyst is C1(C)C=CC=CC=1. The product is [C:32]([O:36][C:40]([NH:29][C:8]12[CH2:11][C:5]([C:3]([O:2][CH3:1])=[O:4])([CH2:6][CH2:7]1)[CH2:10][CH2:9]2)=[O:39])([CH3:35])([CH3:34])[CH3:33]. The yield is 0.810. (6) The reactants are [N:1]1([CH:7]([C:10]2[CH:11]=[N:12][C:13]([C:16]([F:19])([F:18])[F:17])=[N:14][CH:15]=2)[C:8]#[N:9])[CH2:6][CH2:5][O:4][CH2:3][CH2:2]1.N. The catalyst is CO.[Ni]. The product is [N:1]1([CH:7]([C:10]2[CH:15]=[N:14][C:13]([C:16]([F:18])([F:17])[F:19])=[N:12][CH:11]=2)[CH2:8][NH2:9])[CH2:6][CH2:5][O:4][CH2:3][CH2:2]1. The yield is 0.860. (7) The reactants are [OH:1][C@@:2]1([C:9]#[C:10][C:11]2[CH:12]=[C:13]([N:17]3[C:25]4[C:20](=[CH:21][C:22]([CH2:26][N:27]5[CH2:31][CH2:30][CH2:29][CH2:28]5)=[CH:23][CH:24]=4)[C:19]([C:32]([O-])=[O:33])=[N:18]3)[CH:14]=[CH:15][CH:16]=2)[CH2:6][CH2:5][N:4]([CH3:7])[C:3]1=[O:8].[NH3:35]. The catalyst is CO. The product is [OH:1][C@@:2]1([C:9]#[C:10][C:11]2[CH:12]=[C:13]([N:17]3[C:25]4[C:20](=[CH:21][C:22]([CH2:26][N:27]5[CH2:31][CH2:30][CH2:29][CH2:28]5)=[CH:23][CH:24]=4)[C:19]([C:32]([NH2:35])=[O:33])=[N:18]3)[CH:14]=[CH:15][CH:16]=2)[CH2:6][CH2:5][N:4]([CH3:7])[C:3]1=[O:8]. The yield is 0.360. (8) The reactants are [OH:1][C:2]([C:5]1[N:6]=[C:7]([CH2:13][CH2:14][CH3:15])[NH:8][C:9]=1[C:10]([OH:12])=[O:11])([CH3:4])[CH3:3].S(=O)(=O)(O)O.[CH2:21](O)[CH3:22]. No catalyst specified. The product is [OH:1][C:2]([C:5]1[N:6]=[C:7]([CH2:13][CH2:14][CH3:15])[NH:8][C:9]=1[C:10]([O:12][CH2:21][CH3:22])=[O:11])([CH3:4])[CH3:3]. The yield is 0.740. (9) The reactants are [CH3:1][C:2]1[CH:3]=[CH:4][C:5]2[NH:10][CH2:9][CH:8]([C:11]([O:13]CC)=[O:12])[O:7][C:6]=2[CH:16]=1.[OH-].[Na+].Cl. The catalyst is O. The product is [CH3:1][C:2]1[CH:3]=[CH:4][C:5]2[NH:10][CH2:9][CH:8]([C:11]([OH:13])=[O:12])[O:7][C:6]=2[CH:16]=1. The yield is 0.687.